This data is from Catalyst prediction with 721,799 reactions and 888 catalyst types from USPTO. The task is: Predict which catalyst facilitates the given reaction. (1) Reactant: [Cl:1][C:2]1[CH:7]=[CH:6][C:5]([O:8]C)=[C:4]([F:10])[CH:3]=1.C([Li])CCC.[C:16](=[O:18])=[O:17]. Product: [Cl:1][C:2]1[C:3]([C:16]([OH:18])=[O:17])=[C:4]([F:10])[C:5]([OH:8])=[CH:6][CH:7]=1. The catalyst class is: 1. (2) Reactant: CS(C)=O.C(Cl)(=O)C(Cl)=O.[OH:11][CH2:12][CH2:13][CH2:14][N:15]([CH3:23])[C:16](=[O:22])[O:17][C:18]([CH3:21])([CH3:20])[CH3:19].C(N(CC)CC)C. The catalyst class is: 614. Product: [CH3:23][N:15]([CH2:14][CH2:13][CH:12]=[O:11])[C:16](=[O:22])[O:17][C:18]([CH3:21])([CH3:19])[CH3:20]. (3) Reactant: Cl[C:2]1[N:7]=[C:6]([C:8]2[C:16]3[C:11](=[CH:12][CH:13]=[CH:14][CH:15]=3)[N:10](C(OC(C)(C)C)=O)[N:9]=2)[C:5]([Cl:24])=[CH:4][N:3]=1.[NH2:25][C@@H:26]1[CH2:31][CH2:30][CH2:29][C@H:28]([NH:32][C:33](=[O:42])[O:34][CH2:35][C:36]2[CH:41]=[CH:40][CH:39]=[CH:38][CH:37]=2)[CH2:27]1.CCN(C(C)C)C(C)C.O. Product: [CH2:35]([O:34][C:33](=[O:42])[NH:32][C@H:28]1[CH2:29][CH2:30][CH2:31][C@@H:26]([NH:25][C:2]2[N:7]=[C:6]([C:8]3[C:16]4[C:11](=[CH:12][CH:13]=[CH:14][CH:15]=4)[NH:10][N:9]=3)[C:5]([Cl:24])=[CH:4][N:3]=2)[CH2:27]1)[C:36]1[CH:37]=[CH:38][CH:39]=[CH:40][CH:41]=1. The catalyst class is: 37. (4) Reactant: [C:1]([OH:7])([C:3]([F:6])([F:5])[F:4])=[O:2].[C:8]([C:10]1[CH:11]=[C:12]([C:20]2[S:24][C:23]([N:25]3[C:40]([CH3:41])=[C:28]4[CH2:29][N:30](C(OC(C)(C)C)=O)[CH2:31][CH2:32][C:27]4=[N:26]3)=[N:22][N:21]=2)[CH:13]=[CH:14][C:15]=1[O:16][CH:17]([CH3:19])[CH3:18])#[N:9]. Product: [F:4][C:3]([F:6])([F:5])[C:1]([OH:7])=[O:2].[CH3:19][CH:17]([O:16][C:15]1[CH:14]=[CH:13][C:12]([C:20]2[S:24][C:23]([N:25]3[C:40]([CH3:41])=[C:28]4[CH2:29][NH:30][CH2:31][CH2:32][C:27]4=[N:26]3)=[N:22][N:21]=2)=[CH:11][C:10]=1[C:8]#[N:9])[CH3:18]. The catalyst class is: 2.